Regression. Given a peptide amino acid sequence and an MHC pseudo amino acid sequence, predict their binding affinity value. This is MHC class I binding data. From a dataset of Peptide-MHC class I binding affinity with 185,985 pairs from IEDB/IMGT. (1) The peptide sequence is ISDSAQNMM. The MHC is HLA-A01:01 with pseudo-sequence HLA-A01:01. The binding affinity (normalized) is 0.358. (2) The peptide sequence is HEGINPNMSC. The MHC is H-2-Kb with pseudo-sequence H-2-Kb. The binding affinity (normalized) is 0.0853. (3) The peptide sequence is HETGRLEPSW. The MHC is HLA-B44:03 with pseudo-sequence HLA-B44:03. The binding affinity (normalized) is 0.516.